From a dataset of Forward reaction prediction with 1.9M reactions from USPTO patents (1976-2016). Predict the product of the given reaction. Given the reactants [CH2:1]([O:3][C:4](=[O:19])[CH:5]=[CH:6][C:7]1[CH:12]=[CH:11][C:10]([C:13]2[O:17][C:16]([CH3:18])=[N:15][CH:14]=2)=[CH:9][CH:8]=1)[CH3:2].[Br-].[F:21][C:22]1[CH:33]=[CH:32][CH:31]=[CH:30][C:23]=1[CH2:24][S+]1CCCC1, predict the reaction product. The product is: [CH2:1]([O:3][C:4]([C@H:5]1[C@H:6]([C:7]2[CH:8]=[CH:9][C:10]([C:13]3[O:17][C:16]([CH3:18])=[N:15][CH:14]=3)=[CH:11][CH:12]=2)[C@H:24]1[C:23]1[CH:30]=[CH:31][CH:32]=[CH:33][C:22]=1[F:21])=[O:19])[CH3:2].